Dataset: Catalyst prediction with 721,799 reactions and 888 catalyst types from USPTO. Task: Predict which catalyst facilitates the given reaction. Reactant: [F:1][C:2]([F:21])([C:17]([F:20])([F:19])[F:18])[CH2:3][CH:4](I)[CH2:5][CH2:6][CH2:7][CH2:8][CH2:9][CH2:10][CH2:11][C:12]([O:14][CH3:15])=[O:13]. Product: [F:1][C:2]([F:21])([C:17]([F:18])([F:19])[F:20])[CH2:3][CH2:4][CH2:5][CH2:6][CH2:7][CH2:8][CH2:9][CH2:10][CH2:11][C:12]([O:14][CH3:15])=[O:13]. The catalyst class is: 183.